Dataset: Peptide-MHC class II binding affinity with 134,281 pairs from IEDB. Task: Regression. Given a peptide amino acid sequence and an MHC pseudo amino acid sequence, predict their binding affinity value. This is MHC class II binding data. (1) The peptide sequence is SCDDWLGGSVAEDID. The MHC is H-2-IEd with pseudo-sequence H-2-IEd. The binding affinity (normalized) is 0. (2) The peptide sequence is EAVRHFPRPWLHGL. The MHC is HLA-DPA10201-DPB10501 with pseudo-sequence HLA-DPA10201-DPB10501. The binding affinity (normalized) is 0.164. (3) The peptide sequence is YASGKVWGQKYFKGN. The MHC is DRB4_0101 with pseudo-sequence DRB4_0103. The binding affinity (normalized) is 0.172. (4) The peptide sequence is EKKYFAATQFESLAA. The MHC is HLA-DQA10501-DQB10301 with pseudo-sequence HLA-DQA10501-DQB10301. The binding affinity (normalized) is 0.602. (5) The peptide sequence is DSYKFIPTLVAAVKQ. The MHC is HLA-DQA10401-DQB10402 with pseudo-sequence HLA-DQA10401-DQB10402. The binding affinity (normalized) is 0.520. (6) The peptide sequence is LMDLLMFSTSAYLVS. The MHC is DRB1_0101 with pseudo-sequence DRB1_0101. The binding affinity (normalized) is 0.484. (7) The peptide sequence is LGASQRGVGVAQGGV. The MHC is HLA-DQA10501-DQB10402 with pseudo-sequence HLA-DQA10501-DQB10402. The binding affinity (normalized) is 0.416. (8) The peptide sequence is PDTTCSEIEEFRDRA. The MHC is HLA-DQA10401-DQB10402 with pseudo-sequence HLA-DQA10401-DQB10402. The binding affinity (normalized) is 0.472. (9) The peptide sequence is AAATAGTTVYGAIAA. The MHC is HLA-DQA10501-DQB10301 with pseudo-sequence HLA-DQA10501-DQB10301. The binding affinity (normalized) is 0.605.